Dataset: Full USPTO retrosynthesis dataset with 1.9M reactions from patents (1976-2016). Task: Predict the reactants needed to synthesize the given product. (1) Given the product [CH3:27][O:28][C:29](=[O:33])[CH2:30][CH2:18][N:16]1[CH:17]=[C:12]([C:10](=[O:11])[CH2:9][CH:8]([C:5]2[CH:4]=[CH:3][C:2]([Br:1])=[CH:7][CH:6]=2)[C:20]2[CH:25]=[CH:24][CH:23]=[CH:22][C:21]=2[CH3:26])[CH:13]=[CH:14][C:15]1=[O:19], predict the reactants needed to synthesize it. The reactants are: [Br:1][C:2]1[CH:7]=[CH:6][C:5]([CH:8]([C:20]2[CH:25]=[CH:24][CH:23]=[CH:22][C:21]=2[CH3:26])[CH2:9][C:10]([C:12]2[CH:13]=[CH:14][C:15](=[O:19])[N:16]([CH3:18])[CH:17]=2)=[O:11])=[CH:4][CH:3]=1.[CH3:27][O:28][C:29](=[O:33])[CH2:30]CBr.C(=O)([O-])[O-].[K+].[K+]. (2) The reactants are: [CH3:1][O:2][C:3]1[N:8]=[C:7]2[NH:9][N:10]=[CH:11][C:6]2=[CH:5][C:4]=1[NH:12][C:13]1[C:14]2[C:21]3[CH2:22][CH2:23][C@H:24]([C:26](O)=[O:27])[CH2:25][C:20]=3[S:19][C:15]=2[N:16]=[CH:17][N:18]=1.[F:29][C:30]([F:36])([F:35])[CH2:31][CH2:32][NH:33][CH3:34]. Given the product [CH3:1][O:2][C:3]1[N:8]=[C:7]2[NH:9][N:10]=[CH:11][C:6]2=[CH:5][C:4]=1[NH:12][C:13]1[C:14]2[C:21]3[CH2:22][CH2:23][C@H:24]([C:26]([N:33]([CH3:34])[CH2:32][CH2:31][C:30]([F:36])([F:35])[F:29])=[O:27])[CH2:25][C:20]=3[S:19][C:15]=2[N:16]=[CH:17][N:18]=1, predict the reactants needed to synthesize it. (3) Given the product [C:1]1([C:7]2[N:8]=[C:9]3[CH2:22][CH2:21][CH2:20][N:19]([CH2:23][CH2:24][CH2:25][CH2:26][O:27][CH2:31][C:32]([O:34][C:35]([CH3:38])([CH3:37])[CH3:36])=[O:33])[C:10]3=[N:11][C:12]=2[C:13]2[CH:18]=[CH:17][CH:16]=[CH:15][CH:14]=2)[CH:2]=[CH:3][CH:4]=[CH:5][CH:6]=1, predict the reactants needed to synthesize it. The reactants are: [C:1]1([C:7]2[N:8]=[C:9]3[CH2:22][CH2:21][CH2:20][N:19]([CH2:23][CH2:24][CH2:25][CH2:26][OH:27])[C:10]3=[N:11][C:12]=2[C:13]2[CH:18]=[CH:17][CH:16]=[CH:15][CH:14]=2)[CH:6]=[CH:5][CH:4]=[CH:3][CH:2]=1.[OH-].[K+].Br[CH2:31][C:32]([O:34][C:35]([CH3:38])([CH3:37])[CH3:36])=[O:33]. (4) The reactants are: [NH2:1][C:2]1[N:3]([CH3:26])[C:4](=[O:25])[C:5]([C:13]2[CH:14]=[C:15]([NH:19][C:20](=[O:24])[CH2:21][O:22][CH3:23])[CH:16]=[CH:17][CH:18]=2)([CH:7]2[CH2:12][CH2:11][NH:10][CH2:9][CH2:8]2)[N:6]=1.[CH2:27](Br)[C:28]1[CH:33]=[CH:32][CH:31]=[CH:30][CH:29]=1.C([O-])([O-])=O.[K+].[K+]. Given the product [NH2:1][C:2]1[N:3]([CH3:26])[C:4](=[O:25])[C:5]([C:13]2[CH:14]=[C:15]([NH:19][C:20](=[O:24])[CH2:21][O:22][CH3:23])[CH:16]=[CH:17][CH:18]=2)([CH:7]2[CH2:12][CH2:11][N:10]([CH2:27][C:28]3[CH:33]=[CH:32][CH:31]=[CH:30][CH:29]=3)[CH2:9][CH2:8]2)[N:6]=1, predict the reactants needed to synthesize it. (5) Given the product [CH2:1]([C:3]1[O:7][C:6]([C:8]2[CH:13]=[CH:12][C:11]([CH:14]=[O:15])=[CH:10][CH:9]=2)=[N:5][N:4]=1)[CH3:2], predict the reactants needed to synthesize it. The reactants are: [CH2:1]([C:3]1[O:7][C:6]([C:8]2[CH:13]=[CH:12][C:11]([CH2:14][OH:15])=[CH:10][CH:9]=2)=[N:5][N:4]=1)[CH3:2].[Cr](Cl)([O-])(=O)=O.[NH+]1C=CC=CC=1.